Dataset: NCI-60 drug combinations with 297,098 pairs across 59 cell lines. Task: Regression. Given two drug SMILES strings and cell line genomic features, predict the synergy score measuring deviation from expected non-interaction effect. Drug 1: CC1C(C(CC(O1)OC2CC(OC(C2O)C)OC3=CC4=CC5=C(C(=O)C(C(C5)C(C(=O)C(C(C)O)O)OC)OC6CC(C(C(O6)C)O)OC7CC(C(C(O7)C)O)OC8CC(C(C(O8)C)O)(C)O)C(=C4C(=C3C)O)O)O)O. Drug 2: COCCOC1=C(C=C2C(=C1)C(=NC=N2)NC3=CC=CC(=C3)C#C)OCCOC.Cl. Cell line: NCIH23. Synergy scores: CSS=30.2, Synergy_ZIP=1.93, Synergy_Bliss=1.95, Synergy_Loewe=-1.23, Synergy_HSA=-1.19.